From a dataset of hERG Central: cardiac toxicity at 1µM, 10µM, and general inhibition. Predict hERG channel inhibition at various concentrations. (1) The molecule is O=C(CN1CCCC1)NN=C(c1ccccc1)c1ccccc1. Results: hERG_inhib (hERG inhibition (general)): blocker. (2) The drug is O=C(CC1(O)C(=O)N(CN2CCOCC2)c2ccccc21)c1ccccc1. Results: hERG_inhib (hERG inhibition (general)): blocker. (3) The drug is O=C(N/C(=C/c1ccccc1)C(=O)N1CCOCC1)c1ccc([N+](=O)[O-])cc1. Results: hERG_inhib (hERG inhibition (general)): blocker. (4) The drug is CC(=O)c1cccc(Nc2c3c(nc4ccccc24)CCC3)c1.Cl. Results: hERG_inhib (hERG inhibition (general)): blocker. (5) The drug is Br.C=CCn1c(=N)n(CC(=O)c2cccc([N+](=O)[O-])c2)c2ccccc21. Results: hERG_inhib (hERG inhibition (general)): blocker.